Dataset: Reaction yield outcomes from USPTO patents with 853,638 reactions. Task: Predict the reaction yield, written as a fraction of the theoretical maximum amount of product (1.0 means a 100% yield; for example, 0.34 means a 34% yield). (1) The reactants are N[C:2]1[NH:7][C:6](=[O:8])[C:5]2=[C:9]([I:21])[N:10]=[C:11]([CH:12]3[CH2:17][CH2:16][CH:15]([C:18]([O-:20])=[O:19])[CH2:14][CH2:13]3)[N:4]2[N:3]=1.[CH3:22]N(C=O)C.N(OC(C)(C)C)=O. The catalyst is C1COCC1. The product is [I:21][C:9]1[N:10]=[C:11]([C@H:12]2[CH2:13][CH2:14][C@H:15]([C:18]([O:20][CH3:22])=[O:19])[CH2:16][CH2:17]2)[N:4]2[C:5]=1[C:6](=[O:8])[NH:7][CH:2]=[N:3]2. The yield is 0.670. (2) The reactants are [N+:1]([C:4]1[CH:5]=[N:6][CH:7]=[CH:8][C:9]=1[NH2:10])([O-:3])=[O:2].CC([O-])=O.[Na+].[Br:16]Br.C([O-])(O)=O.[Na+]. The catalyst is O.C(O)(=O)C. The product is [Br:16][C:8]1[CH:7]=[N:6][CH:5]=[C:4]([N+:1]([O-:3])=[O:2])[C:9]=1[NH2:10]. The yield is 0.770. (3) The reactants are Br[C:2]1[CH:11]=[CH:10][C:9]2[C:4](=[CH:5][CH:6]=[C:7]([O:12][CH3:13])[CH:8]=2)[CH:3]=1.[CH3:14][O:15][C:16]1[CH:21]=[CH:20][C:19]([Mg]Br)=[CH:18][CH:17]=1.C1COCC1. The catalyst is C1C=CC([P]([Pd]([P](C2C=CC=CC=2)(C2C=CC=CC=2)C2C=CC=CC=2)([P](C2C=CC=CC=2)(C2C=CC=CC=2)C2C=CC=CC=2)[P](C2C=CC=CC=2)(C2C=CC=CC=2)C2C=CC=CC=2)(C2C=CC=CC=2)C2C=CC=CC=2)=CC=1.Cl. The product is [CH3:13][O:12][C:7]1[CH:6]=[CH:5][C:4]2[C:9](=[CH:10][CH:11]=[C:2]([C:19]3[CH:20]=[CH:21][C:16]([O:15][CH3:14])=[CH:17][CH:18]=3)[CH:3]=2)[CH:8]=1. The yield is 0.970. (4) The reactants are [CH3:1][CH:2]([S:4]([NH2:7])(=[O:6])=[O:5])[CH3:3].[H-].[Na+].[CH3:10][C:11]1([CH3:36])[CH2:20][C:19]2[C:14](=[CH:15][CH:16]=[C:17]([C:21](O)=[O:22])[CH:18]=2)[NH:13][CH:12]1[C:24]1[CH:29]=[CH:28][CH:27]=[C:26]([N:30]2[CH2:35][CH2:34][O:33][CH2:32][CH2:31]2)[CH:25]=1.C(N1C=CN=C1)(N1C=CN=C1)=O. The catalyst is CN(C)C=O. The product is [CH3:10][C:11]1([CH3:36])[CH2:20][C:19]2[C:14](=[CH:15][CH:16]=[C:17]([C:21]([NH:7][S:4]([CH:2]([CH3:3])[CH3:1])(=[O:6])=[O:5])=[O:22])[CH:18]=2)[NH:13][CH:12]1[C:24]1[CH:29]=[CH:28][CH:27]=[C:26]([N:30]2[CH2:35][CH2:34][O:33][CH2:32][CH2:31]2)[CH:25]=1. The yield is 0.180. (5) The reactants are [OH:1][CH2:2][C:3]1[C:4]([NH:9][C:10]2[CH:18]=[CH:17][C:13]3=[N:14][S:15][N:16]=[C:12]3[CH:11]=2)=[N:5][CH:6]=[CH:7][CH:8]=1. The catalyst is C(Cl)(Cl)Cl.[O-2].[O-2].[Mn+4]. The product is [N:14]1[S:15][N:16]=[C:12]2[CH:11]=[C:10]([NH:9][C:4]3[N:5]=[CH:6][CH:7]=[CH:8][C:3]=3[CH:2]=[O:1])[CH:18]=[CH:17][C:13]=12. The yield is 0.770. (6) The reactants are [CH3:1][O:2][C:3](=[O:12])[C:4]1[CH:9]=[CH:8][C:7]([Br:10])=[CH:6][C:5]=1[NH2:11].[Cl:13][C:14]1[N:19]=[C:18](Cl)[C:17]([Cl:21])=[CH:16][N:15]=1.C(N(C(C)C)C(C)C)C. No catalyst specified. The product is [CH3:1][O:2][C:3](=[O:12])[C:4]1[CH:9]=[CH:8][C:7]([Br:10])=[CH:6][C:5]=1[NH:11][C:16]1[C:17]([Cl:21])=[CH:18][N:19]=[C:14]([Cl:13])[N:15]=1. The yield is 0.520. (7) The catalyst is C1(C)C=CC=CC=1. The reactants are O/[CH:2]=[C:3](/[CH2:8][C:9]1[CH:10]=[N:11][N:12]([CH3:14])[CH:13]=1)\[C:4]([O:6]C)=O.[C:15](=[NH:38])([O:17][CH2:18][CH2:19][C:20]1[CH:25]=[CH:24][C:23]([O:26][C:27]2[CH:32]=[CH:31][C:30]([Cl:33])=[C:29]([C:34]([F:37])([F:36])[F:35])[CH:28]=2)=[CH:22][CH:21]=1)[NH2:16].[C:39]([O-:42])([O-])=[O:40].[K+].[K+]. The product is [F:35][C:34]([F:37])([F:36])[C:39]([OH:42])=[O:40].[Cl:33][C:30]1[CH:31]=[CH:32][C:27]([O:26][C:23]2[CH:24]=[CH:25][C:20]([CH2:19][CH2:18][O:17][C:15]3[NH:38][CH:2]=[C:3]([CH2:8][C:9]4[CH:10]=[N:11][N:12]([CH3:14])[CH:13]=4)[C:4](=[O:6])[N:16]=3)=[CH:21][CH:22]=2)=[CH:28][C:29]=1[C:34]([F:35])([F:36])[F:37]. The yield is 0.168.